This data is from Full USPTO retrosynthesis dataset with 1.9M reactions from patents (1976-2016). The task is: Predict the reactants needed to synthesize the given product. Given the product [Br:26][C:27]1[CH:32]=[CH:31][C:30]([Br:33])=[CH:29][C:28]=1[CH:34]([OH:39])[CH3:35], predict the reactants needed to synthesize it. The reactants are: BrC1C=CC=C(Br)C=1C(O)C.BrC1C=CC=C(Br)C=1C(O)C(F)(F)F.[Br:26][C:27]1[CH:32]=[CH:31][C:30]([Br:33])=[CH:29][C:28]=1[C:34](=[O:39])[C:35](F)(F)F.